Dataset: Full USPTO retrosynthesis dataset with 1.9M reactions from patents (1976-2016). Task: Predict the reactants needed to synthesize the given product. (1) Given the product [S:12]([N:9]1[C:6]2=[N:7][CH:8]=[C:3]([NH:1][NH:2][C:38]([C:33]34[CH2:34][CH2:35][C:30]([NH:29][C:27](=[O:28])[O:26][C:22]([CH3:24])([CH3:23])[CH3:25])([CH2:31][CH2:32]3)[CH2:37][CH2:36]4)=[O:39])[N:4]=[C:5]2[CH:11]=[CH:10]1)([C:15]1[CH:21]=[CH:20][C:18]([CH3:19])=[CH:17][CH:16]=1)(=[O:13])=[O:14], predict the reactants needed to synthesize it. The reactants are: [NH:1]([C:3]1[N:4]=[C:5]2[CH:11]=[CH:10][N:9]([S:12]([C:15]3[CH:21]=[CH:20][C:18]([CH3:19])=[CH:17][CH:16]=3)(=[O:14])=[O:13])[C:6]2=[N:7][CH:8]=1)[NH2:2].[C:22]([O:26][C:27]([NH:29][C:30]12[CH2:37][CH2:36][C:33]([C:38](O)=[O:39])([CH2:34][CH2:35]1)[CH2:32][CH2:31]2)=[O:28])([CH3:25])([CH3:24])[CH3:23].CN(C(ON1N=NC2C=CC=NC1=2)=[N+](C)C)C.F[P-](F)(F)(F)(F)F.C(Cl)Cl. (2) Given the product [F:37][C:34]([F:35])([F:36])[C:19]1[C:18]([CH2:16][OH:15])=[CH:23][N:22]=[C:21]([C:24]2[CH:25]=[CH:26][C:27]([C:30]([F:32])([F:33])[F:31])=[CH:28][CH:29]=2)[N:20]=1, predict the reactants needed to synthesize it. The reactants are: CC(C[AlH]CC(C)C)C.C(=O)=O.C([O:15][C:16]([C:18]1[C:19]([C:34]([F:37])([F:36])[F:35])=[N:20][C:21]([C:24]2[CH:29]=[CH:28][C:27]([C:30]([F:33])([F:32])[F:31])=[CH:26][CH:25]=2)=[N:22][CH:23]=1)=O)C.C([O-])(O)=O.[Na+]. (3) The reactants are: [CH:1]([S:14][CH2:15][C:16]([OH:18])=O)([C:8]1[CH:13]=[CH:12][CH:11]=[CH:10][CH:9]=1)[C:2]1[CH:7]=[CH:6][CH:5]=[CH:4][CH:3]=1.[C:19]1([CH2:25][CH2:26][CH2:27][NH2:28])[CH:24]=[CH:23][CH:22]=[CH:21][CH:20]=1. Given the product [CH:1]([S:14][CH2:15][C:16]([NH:28][CH2:27][CH2:26][CH2:25][C:19]1[CH:24]=[CH:23][CH:22]=[CH:21][CH:20]=1)=[O:18])([C:2]1[CH:3]=[CH:4][CH:5]=[CH:6][CH:7]=1)[C:8]1[CH:9]=[CH:10][CH:11]=[CH:12][CH:13]=1, predict the reactants needed to synthesize it. (4) Given the product [CH3:14][O:9][C:7]([C:5]1([OH:6])[CH2:11][CH:10]=[C:2]([NH2:1])[CH:3]=[CH:4]1)=[O:8], predict the reactants needed to synthesize it. The reactants are: [NH2:1][C:2]1[O:6][C:5]([C:7]([OH:9])=[O:8])=[CH:4][CH:3]=1.[C:10](#N)[CH:11]=C.[CH:14]1C=CC=CC=1. (5) Given the product [N:2]1[CH:7]=[CH:6][CH:5]=[CH:4][C:3]=1[C:8]1[CH2:9][CH2:10][N:11]([CH2:29][NH:23][C:21](=[O:22])[C:20]2[CH:24]=[C:25]([O:27][CH3:28])[CH:26]=[C:18]([O:17][CH3:16])[CH:19]=2)[CH2:12][CH:13]=1, predict the reactants needed to synthesize it. The reactants are: Cl.[N:2]1[CH:7]=[CH:6][CH:5]=[CH:4][C:3]=1[C:8]1[CH2:9][CH2:10][NH:11][CH2:12][CH:13]=1.C=O.[CH3:16][O:17][C:18]1[CH:19]=[C:20]([CH:24]=[C:25]([O:27][CH3:28])[CH:26]=1)[C:21]([NH2:23])=[O:22].[C:29](=O)([O-])[O-].[K+].[K+]. (6) Given the product [Cl:14][C:15]1[CH:21]=[CH:20][C:18]([NH:19][C:6](=[O:11])[C:7]([F:8])([F:9])[F:10])=[C:17]([I:22])[CH:16]=1, predict the reactants needed to synthesize it. The reactants are: [F:8][C:7]([F:10])([F:9])[C:6](O[C:6](=[O:11])[C:7]([F:10])([F:9])[F:8])=[O:11].[Cl:14][C:15]1[CH:21]=[CH:20][C:18]([NH2:19])=[C:17]([I:22])[CH:16]=1.C(N(CC)CC)C.C1(C)C=CC=CC=1. (7) Given the product [OH:19][CH:18]([C:20]1[CH:21]=[CH:22][C:23]([C@@H:26]([NH:28][C:29]2[N:34]=[C:33]([C:35]3[N:39]4[CH:40]=[CH:41][CH:42]=[C:43]([CH3:44])[C:38]4=[N:37][CH:36]=3)[C:32]([C:45]#[N:46])=[CH:31][N:30]=2)[CH3:27])=[CH:24][CH:25]=1)[CH2:17][CH:14]1[CH2:15][CH2:16][NH:11][CH2:12][CH2:13]1, predict the reactants needed to synthesize it. The reactants are: C(OC([N:11]1[CH2:16][CH2:15][CH:14]([CH2:17][CH:18]([C:20]2[CH:25]=[CH:24][C:23]([C@@H:26]([NH:28][C:29]3[N:34]=[C:33]([C:35]4[N:39]5[CH:40]=[CH:41][CH:42]=[C:43]([CH3:44])[C:38]5=[N:37][CH:36]=4)[C:32]([C:45]#[N:46])=[CH:31][N:30]=3)[CH3:27])=[CH:22][CH:21]=2)[OH:19])[CH2:13][CH2:12]1)=O)C1C=CC=CC=1.